This data is from Forward reaction prediction with 1.9M reactions from USPTO patents (1976-2016). The task is: Predict the product of the given reaction. (1) Given the reactants [F:1][C:2]([F:30])([F:29])[C:3]1[CH:28]=[CH:27][C:6]([CH2:7][O:8][N:9]=[C:10]([C:12]2[CH:26]=[CH:25][C:15]([O:16][CH2:17][C:18]3[O:22][C:21]([CH:23]=[O:24])=[CH:20][CH:19]=3)=[CH:14][CH:13]=2)[CH3:11])=[CH:5][CH:4]=1.[BH4-].[Na+], predict the reaction product. The product is: [F:30][C:2]([F:1])([F:29])[C:3]1[CH:4]=[CH:5][C:6]([CH2:7][O:8][N:9]=[C:10]([C:12]2[CH:13]=[CH:14][C:15]([O:16][CH2:17][C:18]3[O:22][C:21]([CH2:23][OH:24])=[CH:20][CH:19]=3)=[CH:25][CH:26]=2)[CH3:11])=[CH:27][CH:28]=1. (2) The product is: [C:1]([O:5][C:6](=[O:18])[C:7]1[CH:12]=[C:11]([CH2:13][CH3:14])[N:10]=[C:9]([N:15]([CH3:16])[CH3:17])[CH:8]=1)([CH3:3])([CH3:4])[CH3:2]. Given the reactants [C:1]([O:5][C:6](=[O:18])[C:7]1[CH:12]=[C:11]([CH:13]=[CH2:14])[N:10]=[C:9]([N:15]([CH3:17])[CH3:16])[CH:8]=1)([CH3:4])([CH3:3])[CH3:2], predict the reaction product. (3) Given the reactants C[O:2][C:3]([C:5]1[C:10]([CH2:11][S:12]([CH2:15][C:16]2[CH:21]=[CH:20][CH:19]=[CH:18][C:17]=2[C:22]([F:25])([F:24])[F:23])(=[O:14])=[O:13])=[CH:9][CH:8]=[CH:7][N:6]=1)=O.O1CCCC1.Cl, predict the reaction product. The product is: [O:14]=[S:12]1(=[O:13])[C:15]([C:16]2[CH:21]=[CH:20][CH:19]=[CH:18][C:17]=2[C:22]([F:23])([F:25])[F:24])=[C:3]([OH:2])[C:5]2=[N:6][CH:7]=[CH:8][CH:9]=[C:10]2[CH2:11]1. (4) Given the reactants S(Cl)([Cl:3])=O.[F:5][CH:6]([F:16])[C:7]1[C:11]([C:12](O)=[O:13])=[CH:10][N:9]([CH3:15])[N:8]=1, predict the reaction product. The product is: [F:5][CH:6]([F:16])[C:7]1[C:11]([C:12]([Cl:3])=[O:13])=[CH:10][N:9]([CH3:15])[N:8]=1. (5) Given the reactants [C:1]1(=[O:11])[C:10]2[C:5](=[CH:6][CH:7]=[CH:8][CH:9]=2)[CH2:4][CH2:3][NH:2]1.I[C:13]1[CH:14]=[N:15][CH:16]=[CH:17][C:18]=1[CH3:19].P([O-])([O-])([O-])=O.[K+].[K+].[K+], predict the reaction product. The product is: [CH3:19][C:18]1[CH:17]=[CH:16][N:15]=[CH:14][C:13]=1[N:2]1[CH2:3][CH2:4][C:5]2[C:10](=[CH:9][CH:8]=[CH:7][CH:6]=2)[C:1]1=[O:11]. (6) Given the reactants CC1[N:3]([C:8]2[CH:12]=[C:11]([C:13]([CH3:18])([CH3:17])[C:14]([NH2:16])=[O:15])[N:10]([CH3:19])[N:9]=2)C(C)=CC=1.Cl.NO.[OH-].[K+], predict the reaction product. The product is: [NH2:3][C:8]1[CH:12]=[C:11]([C:13]([CH3:17])([CH3:18])[C:14]([NH2:16])=[O:15])[N:10]([CH3:19])[N:9]=1.